Dataset: Peptide-MHC class I binding affinity with 185,985 pairs from IEDB/IMGT. Task: Regression. Given a peptide amino acid sequence and an MHC pseudo amino acid sequence, predict their binding affinity value. This is MHC class I binding data. The peptide sequence is TFMDHVLRY. The MHC is HLA-B83:01 with pseudo-sequence HLA-B83:01. The binding affinity (normalized) is 0.213.